This data is from Peptide-MHC class I binding affinity with 185,985 pairs from IEDB/IMGT. The task is: Regression. Given a peptide amino acid sequence and an MHC pseudo amino acid sequence, predict their binding affinity value. This is MHC class I binding data. (1) The peptide sequence is SAGFSLWIYK. The MHC is HLA-A11:01 with pseudo-sequence HLA-A11:01. The binding affinity (normalized) is 1.00. (2) The peptide sequence is AFDIASVFF. The MHC is HLA-A11:01 with pseudo-sequence HLA-A11:01. The binding affinity (normalized) is 0.0847. (3) The binding affinity (normalized) is 0.0847. The MHC is HLA-B15:09 with pseudo-sequence HLA-B15:09. The peptide sequence is YLAPSYRNF. (4) The peptide sequence is YVLGVFLRK. The MHC is HLA-A03:01 with pseudo-sequence HLA-A03:01. The binding affinity (normalized) is 0.904.